Dataset: Reaction yield outcomes from USPTO patents with 853,638 reactions. Task: Predict the reaction yield, written as a fraction of the theoretical maximum amount of product (1.0 means a 100% yield; for example, 0.34 means a 34% yield). (1) The reactants are [Cl:1][C:2]1[CH:3]=[C:4]([CH:8]=[CH:9][CH:10]=1)[C:5]([OH:7])=O.Cl.[CH3:12][O:13][C:14](=[O:19])[C@H:15]([CH2:17][OH:18])[NH2:16].C1C=CC2N(O)N=NC=2C=1.CN1CCOCC1.CCN=C=NCCCN(C)C. The catalyst is CN(C=O)C.C(OCC)(=O)C. The product is [CH3:12][O:13][C:14](=[O:19])[CH:15]([NH:16][C:5](=[O:7])[C:4]1[CH:8]=[CH:9][CH:10]=[C:2]([Cl:1])[CH:3]=1)[CH2:17][OH:18]. The yield is 0.930. (2) The reactants are ClC(Cl)C(O)=O.N[C:8]1[N:9]([C:28]2[C:37]3[C:32](=[CH:33][CH:34]=[CH:35][CH:36]=3)[C:31]([CH:38]3[CH2:40][CH2:39]3)=[CH:30][CH:29]=2)[C:10]([S:13][CH2:14][C:15]([NH:17][C:18]2[CH:26]=[CH:25][C:21]([C:22]([OH:24])=[O:23])=[CH:20][C:19]=2[Cl:27])=[O:16])=[N:11][N:12]=1.N([O-])=O.[Na+].[Br:45]CBr. The yield is 0.340. The catalyst is [Br-].C([N+](CC)(CC)CC)C1C=CC=CC=1. The product is [Br:45][C:8]1[N:9]([C:28]2[C:37]3[C:32](=[CH:33][CH:34]=[CH:35][CH:36]=3)[C:31]([CH:38]3[CH2:40][CH2:39]3)=[CH:30][CH:29]=2)[C:10]([S:13][CH2:14][C:15]([NH:17][C:18]2[CH:26]=[CH:25][C:21]([C:22]([OH:24])=[O:23])=[CH:20][C:19]=2[Cl:27])=[O:16])=[N:11][N:12]=1. (3) The reactants are [CH3:1][O:2][C:3]([C:5]1[CH:10]=[C:9]([NH2:11])[N:8]=[C:7]([C:12]2[CH:17]=[C:16]([F:18])[C:15]([Cl:19])=[CH:14][C:13]=2[F:20])[N:6]=1)=[O:4].[Cl:21]N1C(=O)CCC1=O. The catalyst is C(#N)C. The product is [CH3:1][O:2][C:3]([C:5]1[C:10]([Cl:21])=[C:9]([NH2:11])[N:8]=[C:7]([C:12]2[CH:17]=[C:16]([F:18])[C:15]([Cl:19])=[CH:14][C:13]=2[F:20])[N:6]=1)=[O:4]. The yield is 0.500. (4) The reactants are [CH2:1]([C:9]1[CH:15]=[CH:14][C:12]([NH2:13])=[CH:11][CH:10]=1)[CH2:2][CH2:3][CH2:4][CH2:5][CH2:6][CH2:7][CH3:8].[CH3:16][C:17]1([CH3:24])[O:22][CH2:21][C:20](=O)[CH2:19][O:18]1.[BH-](OC(C)=O)(OC(C)=O)OC(C)=O.[Na+].CC(O)=O. The catalyst is ClCCCl.CCOCC. The product is [CH3:16][C:17]1([CH3:24])[O:22][CH2:21][CH:20]([NH:13][C:12]2[CH:11]=[CH:10][C:9]([CH2:1][CH2:2][CH2:3][CH2:4][CH2:5][CH2:6][CH2:7][CH3:8])=[CH:15][CH:14]=2)[CH2:19][O:18]1. The yield is 0.630. (5) The reactants are [C:1]1(=[O:11])[O:6][C:4](=O)[C:3]2=[CH:7][CH:8]=[CH:9][CH:10]=[C:2]12.[N:12]1[CH:17]=[CH:16][CH:15]=[CH:14][C:13]=1[CH2:18][CH2:19][NH2:20]. No catalyst specified. The product is [N:12]1[CH:17]=[CH:16][CH:15]=[CH:14][C:13]=1[CH2:18][CH2:19][N:20]1[C:1](=[O:11])[C:2]2[C:3](=[CH:7][CH:8]=[CH:9][CH:10]=2)[C:4]1=[O:6]. The yield is 0.660. (6) The reactants are [CH2:1]1[C:10]2[C:5](=[CH:6][CH:7]=[CH:8][CH:9]=2)[CH2:4][CH2:3][NH:2]1.S([O-])([O-])(=O)=O.[N+:16]([O-])([O-:18])=[O:17].[K+].[NH4+]. The catalyst is S(=O)(=O)(O)O. The product is [N+:16]([C:8]1[CH:9]=[C:10]2[C:5]([CH2:4][CH2:3][NH:2][CH2:1]2)=[CH:6][CH:7]=1)([O-:18])=[O:17]. The yield is 0.410. (7) The reactants are [CH3:1][C:2]([CH3:17])([CH2:8][O:9][Si:10]([CH3:16])([CH3:15])[C:11]([CH3:14])([CH3:13])[CH3:12])[CH2:3][CH:4]([OH:7])CO.O.I([O-])(=O)(=O)=O.[Na+].[BH4-].[Na+]. The catalyst is C(O)C. The product is [CH3:1][C:2]([CH3:17])([CH2:8][O:9][Si:10]([CH3:16])([CH3:15])[C:11]([CH3:13])([CH3:12])[CH3:14])[CH2:3][CH2:4][OH:7]. The yield is 0.820. (8) The reactants are [Cl:1][C:2]1[CH:18]=[C:17]([C:19](=[O:29])[NH:20][CH:21]2[CH:26]3[CH2:27][CH2:28][N:23]([CH2:24][CH2:25]3)[CH2:22]2)[C:5]2[N:6]=[C:7]([NH:9]C(=O)OC(C)(C)C)[O:8][C:4]=2[CH:3]=1.C(O)(C(F)(F)F)=O. The catalyst is C(Cl)Cl. The product is [N:23]12[CH2:22][C@@H:21]([NH:20][C:19]([C:17]3[CH:18]=[C:2]([Cl:1])[CH:3]=[C:4]4[O:8][C:7]([NH2:9])=[N:6][C:5]=34)=[O:29])[CH:26]([CH2:27][CH2:28]1)[CH2:25][CH2:24]2. The yield is 0.380. (9) The yield is 0.980. The product is [CH3:1][O:2][C:3]([C:5]1([C:8]2[CH:9]=[CH:10][C:11]([O:14][CH3:15])=[C:12]([N+:16]([O-:18])=[O:17])[CH:13]=2)[CH2:6][CH2:7]1)=[O:4]. The catalyst is CC(OC(C)=O)=O.CC(O)=O. The reactants are [CH3:1][O:2][C:3]([C:5]1([C:8]2[CH:13]=[CH:12][C:11]([O:14][CH3:15])=[CH:10][CH:9]=2)[CH2:7][CH2:6]1)=[O:4].[N+:16]([O-])([OH:18])=[O:17].Cl. (10) The reactants are [OH-].[Na+].C([O:5][C:6]([C:8]1[CH:12]=[C:11]([C:13]2[CH:18]=[CH:17][C:16]([NH:19][C:20]([O:22][C:23]([CH3:26])([CH3:25])[CH3:24])=[O:21])=[CH:15][N:14]=2)[N:10]([C:27]2[CH:32]=[N:31][CH:30]=[CH:29][N:28]=2)[N:9]=1)=[O:7])C. The catalyst is C(O)C. The product is [C:23]([O:22][C:20]([NH:19][C:16]1[CH:17]=[CH:18][C:13]([C:11]2[N:10]([C:27]3[CH:32]=[N:31][CH:30]=[CH:29][N:28]=3)[N:9]=[C:8]([C:6]([OH:7])=[O:5])[CH:12]=2)=[N:14][CH:15]=1)=[O:21])([CH3:26])([CH3:24])[CH3:25]. The yield is 0.800.